Dataset: Full USPTO retrosynthesis dataset with 1.9M reactions from patents (1976-2016). Task: Predict the reactants needed to synthesize the given product. Given the product [F:1][C:2]1[CH:3]=[CH:4][C:5]([CH2:6][C:7]2[CH:16]=[C:15]3[C:10]([C:11]([OH:31])=[C:12]([C:26]([NH:37][CH2:36][CH2:35][OH:34])=[O:27])[C:13](=[O:25])[N:14]3[CH2:17][CH2:18][N:19]3[CH2:23][CH2:22][CH2:21][C:20]3=[O:24])=[N:9][CH:8]=2)=[CH:32][CH:33]=1, predict the reactants needed to synthesize it. The reactants are: [F:1][C:2]1[CH:33]=[CH:32][C:5]([CH2:6][C:7]2[CH:16]=[C:15]3[C:10]([C:11]([OH:31])=[C:12]([C:26](OCC)=[O:27])[C:13](=[O:25])[N:14]3[CH2:17][CH2:18][N:19]3[CH2:23][CH2:22][CH2:21][C:20]3=[O:24])=[N:9][CH:8]=2)=[CH:4][CH:3]=1.[OH:34][CH2:35][CH2:36][NH2:37].